Dataset: Full USPTO retrosynthesis dataset with 1.9M reactions from patents (1976-2016). Task: Predict the reactants needed to synthesize the given product. (1) Given the product [CH3:15][O:16][C:17]1[CH:18]=[CH:19][C:20]([C:23]2[CH:28]=[CH:27][CH:26]=[CH:25][C:24]=2[CH2:29][N:12]2[CH2:13][CH2:14][N:9]([C:4]3[CH:5]=[CH:6][CH:7]=[CH:8][C:3]=3[O:2][CH3:1])[CH2:10][CH2:11]2)=[CH:21][CH:22]=1, predict the reactants needed to synthesize it. The reactants are: [CH3:1][O:2][C:3]1[CH:8]=[CH:7][CH:6]=[CH:5][C:4]=1[N:9]1[CH2:14][CH2:13][NH:12][CH2:11][CH2:10]1.[CH3:15][O:16][C:17]1[CH:22]=[CH:21][C:20]([C:23]2[C:24]([CH:29]=O)=[CH:25][CH:26]=[CH:27][CH:28]=2)=[CH:19][CH:18]=1.[BH-](OC(C)=O)(OC(C)=O)OC(C)=O.[Na+].C1(C2C=CC=CC=2)C=CC=CC=1CN1CCN(C2C=CC=CC=2)CC1. (2) Given the product [CH:22]1([C:15]2[C:16]3[C:21](=[CH:20][CH:19]=[CH:18][CH:17]=3)[N:13]([S:10]([C:7]3[CH:8]=[CH:9][C:4]([C:3]([OH:27])=[O:2])=[CH:5][CH:6]=3)(=[O:11])=[O:12])[N:14]=2)[CH2:23][CH2:24][CH2:25][CH2:26]1, predict the reactants needed to synthesize it. The reactants are: C[O:2][C:3](=[O:27])[C:4]1[CH:9]=[CH:8][C:7]([S:10]([N:13]2[C:21]3[C:16](=[CH:17][CH:18]=[CH:19][CH:20]=3)[C:15]([CH:22]3[CH2:26][CH2:25][CH2:24][CH2:23]3)=[N:14]2)(=[O:12])=[O:11])=[CH:6][CH:5]=1.[OH-].[Na+].Cl. (3) Given the product [CH3:18][C:17](=[CH2:16])[CH2:19][O:8][C:7]1[CH:9]=[C:10]([OH:11])[CH:12]=[CH:13][CH:14]=1, predict the reactants needed to synthesize it. The reactants are: C(=O)([O-])[O-].[K+].[K+].[C:7]1([CH:14]=[CH:13][CH:12]=[C:10]([OH:11])[CH:9]=1)[OH:8].Br[CH2:16][C:17]([CH3:19])=[CH2:18].Cl. (4) Given the product [ClH:34].[ClH:34].[CH2:26]([NH:8][C@@H:9]1[CH2:13][CH2:12][N:11]([C:14]2[C:19]([C:20]([O:22][CH:23]([CH3:24])[CH3:25])=[O:21])=[CH:18][CH:17]=[CH:16][N:15]=2)[CH2:10]1)[CH3:27], predict the reactants needed to synthesize it. The reactants are: CC(OC([N:8]([CH2:26][CH3:27])[C@@H:9]1[CH2:13][CH2:12][N:11]([C:14]2[C:19]([C:20]([O:22][CH:23]([CH3:25])[CH3:24])=[O:21])=[CH:18][CH:17]=[CH:16][N:15]=2)[CH2:10]1)=O)(C)C.O1CCOCC1.[ClH:34]. (5) Given the product [F:25][C:4]1[CH:3]=[C:2]([N:35]2[CH2:34][C@H:33]3[C@H:37]([CH:32]3[N:30]3[CH:31]=[N:27][N:28]=[CH:29]3)[CH2:36]2)[C:7]([F:8])=[CH:6][C:5]=1[CH2:9][N:10]1[C@@H:15]([CH3:16])[CH2:14][CH2:13][CH:12]([C:17]2[CH:22]=[CH:21][CH:20]=[CH:19][CH:18]=2)[S:11]1(=[O:24])=[O:23], predict the reactants needed to synthesize it. The reactants are: Br[C:2]1[C:7]([F:8])=[CH:6][C:5]([CH2:9][N:10]2[C@@H:15]([CH3:16])[CH2:14][CH2:13][CH:12]([C:17]3[CH:22]=[CH:21][CH:20]=[CH:19][CH:18]=3)[S:11]2(=[O:24])=[O:23])=[C:4]([F:25])[CH:3]=1.Cl.[N:27]1[N:28]=[CH:29][N:30]([CH:32]2[C@H:37]3[C@@H:33]2[CH2:34][NH:35][CH2:36]3)[CH:31]=1.C1(P(C2CCCCC2)C2C=CC=CC=2C2C(OCCC)=CC=CC=2OCCC)CCCCC1.C(=O)([O-])[O-].[Cs+].[Cs+]. (6) Given the product [Br:19][C:16]1[CH:17]=[CH:18][C:13]([C:11](=[O:12])[CH:10]=[O:3])=[CH:14][CH:15]=1, predict the reactants needed to synthesize it. The reactants are: C(C1C=CC=CC=1)(=[O:3])C.[CH3:10][C:11]([C:13]1[CH:18]=[CH:17][C:16]([Br:19])=[CH:15][CH:14]=1)=[O:12]. (7) The reactants are: C(N(C(C)C)CC)(C)C.[C:10](OC(=O)C)(=[O:12])[CH3:11].[CH3:17][NH:18][C:19]([C:21]1[C:25]2[CH:26]=[C:27]([O:31][CH3:32])[C:28]([NH2:30])=[CH:29][C:24]=2[O:23][C:22]=1[C:33]1[CH:38]=[CH:37][C:36]([F:39])=[CH:35][CH:34]=1)=[O:20]. Given the product [CH3:17][NH:18][C:19]([C:21]1[C:25]2[CH:26]=[C:27]([O:31][CH3:32])[C:28]([NH:30][C:10](=[O:12])[CH3:11])=[CH:29][C:24]=2[O:23][C:22]=1[C:33]1[CH:38]=[CH:37][C:36]([F:39])=[CH:35][CH:34]=1)=[O:20], predict the reactants needed to synthesize it. (8) Given the product [NH2:5][C:9]1([C:13]([NH:15][C:16]2[CH:17]=[N:18][C:19]([O:22][C:23]3[CH:28]=[CH:27][C:26]([CH3:29])=[C:25]([O:30][CH3:31])[CH:24]=3)=[CH:20][CH:21]=2)=[O:14])[CH2:12][CH2:11][CH2:10]1, predict the reactants needed to synthesize it. The reactants are: CC([N:5]([C:9]1([C:13]([NH:15][C:16]2[CH:17]=[N:18][C:19]([O:22][C:23]3[CH:28]=[CH:27][C:26]([CH3:29])=[C:25]([O:30][CH3:31])[CH:24]=3)=[CH:20][CH:21]=2)=[O:14])[CH2:12][CH2:11][CH2:10]1)C(=O)[O-])(C)C.C(O)(C(F)(F)F)=O. (9) The reactants are: [CH3:1][C:2]1[CH2:7][CH2:6][C@@H:5]([C:8]([CH3:10])=[CH2:9])[CH2:4][CH:3]=1.CC1=CCCC([C@@H]2[C@@H](CC1)C(C)(C)C2)=C. Given the product [CH3:9][C:8]([CH3:10])=[CH:5][CH2:6][CH2:7][C:2]([CH:3]=[CH2:4])=[CH2:1], predict the reactants needed to synthesize it.